Dataset: Peptide-MHC class I binding affinity with 185,985 pairs from IEDB/IMGT. Task: Regression. Given a peptide amino acid sequence and an MHC pseudo amino acid sequence, predict their binding affinity value. This is MHC class I binding data. (1) The peptide sequence is IFLKPDETF. The MHC is HLA-A69:01 with pseudo-sequence HLA-A69:01. The binding affinity (normalized) is 0.0847. (2) The peptide sequence is GSYFSGFYK. The MHC is HLA-C04:01 with pseudo-sequence HLA-C04:01. The binding affinity (normalized) is 0.213. (3) The peptide sequence is LMQCWQLLA. The MHC is HLA-A80:01 with pseudo-sequence HLA-A80:01. The binding affinity (normalized) is 0.0847. (4) The peptide sequence is ALAGNHWHV. The MHC is HLA-B15:09 with pseudo-sequence HLA-B15:09. The binding affinity (normalized) is 0.0847.